From a dataset of Reaction yield outcomes from USPTO patents with 853,638 reactions. Predict the reaction yield, written as a fraction of the theoretical maximum amount of product (1.0 means a 100% yield; for example, 0.34 means a 34% yield). (1) The reactants are O=C1O[C@H]([C@H](CO)O)C([O-])=C1O.[Na+].[C:14]1([C:20]#[CH:21])[CH:19]=[CH:18][CH:17]=[CH:16][CH:15]=1.[CH:22](=[C:26]1[C:31](=[O:32])[O:30][C:29]([CH3:34])([CH3:33])[O:28][C:27]1=[O:35])[CH:23]([CH3:25])[CH3:24]. The catalyst is O.ClCCl.O.C([O-])(=O)C.[Cu+2].C([O-])(=O)C. The product is [CH:23]([C@H:22]([CH:26]1[C:27](=[O:35])[O:28][C:29]([CH3:33])([CH3:34])[O:30][C:31]1=[O:32])[C:21]#[C:20][C:14]1[CH:19]=[CH:18][CH:17]=[CH:16][CH:15]=1)([CH3:25])[CH3:24]. The yield is 0.940. (2) The reactants are [NH2:1][CH2:2][CH2:3]O.C(N(CC)CC)C.[F:12][C:13]([F:26])([F:25])[S:14](O[S:14]([C:13]([F:26])([F:25])[F:12])(=[O:16])=[O:15])(=[O:16])=[O:15].[NH:27]1[CH2:32][CH2:31][CH:30]([CH2:33][NH:34][C:35](=[O:41])[O:36][C:37]([CH3:40])([CH3:39])[CH3:38])[CH2:29][CH2:28]1. The catalyst is C(Cl)Cl. The product is [F:12][C:13]([F:26])([F:25])[S:14]([NH:1][CH2:2][CH2:3][N:27]1[CH2:32][CH2:31][CH:30]([CH2:33][NH:34][C:35](=[O:41])[O:36][C:37]([CH3:38])([CH3:40])[CH3:39])[CH2:29][CH2:28]1)(=[O:16])=[O:15]. The yield is 0.260. (3) The reactants are [NH2:1][C:2]1[C:3]([Cl:21])=[C:4]([CH:10]2[CH2:13][N:12]([C:14]([O:16][C:17]([CH3:20])([CH3:19])[CH3:18])=[O:15])[CH2:11]2)[CH:5]=[C:6]([C:8]#[N:9])[CH:7]=1.Cl[C:23]1[N:28]=[C:27]([N:29]([CH2:39][CH3:40])[CH2:30][C:31]2[CH:36]=[CH:35][C:34]([O:37][CH3:38])=[CH:33][CH:32]=2)[C:26]2=[N:41][CH:42]=[C:43]([C:44]#[N:45])[N:25]2[N:24]=1.C1(P(C2C=CC=CC=2)C2C3OC4C(=CC=CC=4P(C4C=CC=CC=4)C4C=CC=CC=4)C(C)(C)C=3C=CC=2)C=CC=CC=1. The catalyst is C1C=CC(P(C2C=CC=CC=2)[C-]2C=CC=C2)=CC=1.C1C=CC(P(C2C=CC=CC=2)[C-]2C=CC=C2)=CC=1.[Fe+2].CC([O-])=O.CC([O-])=O.[Pd+2]. The product is [Cl:21][C:3]1[C:2]([NH:1][C:23]2[N:28]=[C:27]([N:29]([CH2:39][CH3:40])[CH2:30][C:31]3[CH:32]=[CH:33][C:34]([O:37][CH3:38])=[CH:35][CH:36]=3)[C:26]3=[N:41][CH:42]=[C:43]([C:44]#[N:45])[N:25]3[N:24]=2)=[CH:7][C:6]([C:8]#[N:9])=[CH:5][C:4]=1[CH:10]1[CH2:11][N:12]([C:14]([O:16][C:17]([CH3:18])([CH3:20])[CH3:19])=[O:15])[CH2:13]1. The yield is 0.670.